Dataset: Drug half-life prediction data from Obach et al.. Task: Regression/Classification. Given a drug SMILES string, predict its absorption, distribution, metabolism, or excretion properties. Task type varies by dataset: regression for continuous measurements (e.g., permeability, clearance, half-life) or binary classification for categorical outcomes (e.g., BBB penetration, CYP inhibition). For this dataset (half_life_obach), we predict log10(half-life) (log10 of half-life in hours). (1) The log10(half-life) is 0.940. The molecule is C[C@H]1COc2c(N3CCN(C)CC3)c(F)cc3c(=O)c(C(=O)O)cn1c23. (2) The drug is CNC1(c2ccccc2Cl)CCCCC1=O. The log10(half-life) is 0.450.